Dataset: Retrosynthesis with 50K atom-mapped reactions and 10 reaction types from USPTO. Task: Predict the reactants needed to synthesize the given product. (1) Given the product CNC(=O)c1ccc(NC(=O)C(CC2CCCC2)c2ccc(Cl)c(Cl)c2)nc1, predict the reactants needed to synthesize it. The reactants are: CN.O=C(O)c1ccc(NC(=O)C(CC2CCCC2)c2ccc(Cl)c(Cl)c2)nc1. (2) Given the product O=C(O)c1c(S(=O)(=O)Cc2ccccc2)ccc2nc(Nc3cccc(Cl)c3Cl)[nH]c12, predict the reactants needed to synthesize it. The reactants are: COC(=O)c1c(S(=O)(=O)Cc2ccccc2)ccc2nc(Nc3cccc(Cl)c3Cl)[nH]c12. (3) Given the product CCOC(=O)CN(C)c1cc(-c2noc(-c3sccc3Cl)n2)ccc1Cl, predict the reactants needed to synthesize it. The reactants are: C=O.CCOC(=O)CNc1cc(-c2noc(-c3sccc3Cl)n2)ccc1Cl. (4) Given the product COc1nc(SC)nc(Nc2ccc(C)nc2)c1C(N)=O, predict the reactants needed to synthesize it. The reactants are: CSc1nc(Cl)c(C(N)=O)c(Nc2ccc(C)nc2)n1.C[O-].